Predict the product of the given reaction. From a dataset of Forward reaction prediction with 1.9M reactions from USPTO patents (1976-2016). (1) Given the reactants [Cl:1][C:2]1[C:9]([Cl:10])=[CH:8][CH:7]=[CH:6][C:3]=1[CH2:4][NH2:5].[C:11](=N)([C:18]1[CH:23]=[CH:22][CH:21]=[CH:20][CH:19]=1)[C:12]1[CH:17]=[CH:16][CH:15]=[CH:14][CH:13]=1, predict the reaction product. The product is: [C:11](=[N:5][CH2:4][C:3]1[CH:6]=[CH:7][CH:8]=[C:9]([Cl:10])[C:2]=1[Cl:1])([C:12]1[CH:17]=[CH:16][CH:15]=[CH:14][CH:13]=1)[C:18]1[CH:23]=[CH:22][CH:21]=[CH:20][CH:19]=1. (2) Given the reactants [NH:1]1[C:9]2[C:4](=[CH:5][C:6]([C:10]([OH:12])=[O:11])=[CH:7][CH:8]=2)[CH:3]=[CH:2]1.C(NC(=NC(C)C)O[C:19]([CH3:22])([CH3:21])[CH3:20])(C)C, predict the reaction product. The product is: [NH:1]1[C:9]2[C:4](=[CH:5][C:6]([C:10]([O:12][C:19]([CH3:22])([CH3:21])[CH3:20])=[O:11])=[CH:7][CH:8]=2)[CH:3]=[CH:2]1. (3) Given the reactants CC([O:5][C:6]([NH:8][CH2:9][C:10]#[N:11])=[O:7])(C)C.C([NH:15][C@H:16]([C:19]([OH:21])=[O:20])CS)(=O)C.N, predict the reaction product. The product is: [NH2:15][C:10](=[NH:11])[CH2:9][NH:8][C:6](=[O:7])[O-:5].[CH3:16][C:19]([OH:21])=[O:20]. (4) Given the reactants [F:1][C:2]1[CH:3]=[C:4]([C:8]2[O:12][N:11]=[CH:10][C:9]=2[C:13]([OH:15])=O)[CH:5]=[CH:6][CH:7]=1.[C:16]1([CH:22]2[CH2:26][CH2:25][NH:24][CH2:23]2)[CH:21]=[CH:20][CH:19]=[CH:18][CH:17]=1.F[B-](F)(F)F.N1(OC(N(C)C)=[N+](C)C)C2C=CC=CC=2N=N1.C(N(C(C)C)CC)(C)C, predict the reaction product. The product is: [F:1][C:2]1[CH:3]=[C:4]([C:8]2[O:12][N:11]=[CH:10][C:9]=2[C:13]([N:24]2[CH2:25][CH2:26][CH:22]([C:16]3[CH:21]=[CH:20][CH:19]=[CH:18][CH:17]=3)[CH2:23]2)=[O:15])[CH:5]=[CH:6][CH:7]=1. (5) Given the reactants C([N:3]1[CH2:9][CH2:8][C:7](=[O:10])[C:6]2[CH:11]=[CH:12][S:13][C:5]=2[CH2:4]1)=O.O, predict the reaction product. The product is: [S:13]1[C:5]2[CH2:4][NH:3][CH2:9][CH2:8][C:7](=[O:10])[C:6]=2[CH:11]=[CH:12]1. (6) Given the reactants [CH:1]([C:4]1[N:5](COCCOC)[C:6]([C:9]2[CH:14]=[C:13]([O:15][C:16]3[CH:17]=[N:18][C:19]([N+:22]([O-:24])=[O:23])=[CH:20][CH:21]=3)[CH:12]=[CH:11][N:10]=2)=[CH:7][N:8]=1)([CH3:3])[CH3:2].Cl, predict the reaction product. The product is: [CH:1]([C:4]1[NH:5][C:6]([C:9]2[CH:14]=[C:13]([O:15][C:16]3[CH:17]=[N:18][C:19]([N+:22]([O-:24])=[O:23])=[CH:20][CH:21]=3)[CH:12]=[CH:11][N:10]=2)=[CH:7][N:8]=1)([CH3:3])[CH3:2]. (7) Given the reactants [Br:1][C:2]1[CH:3]=[C:4](I)[C:5]([NH2:8])=[N:6][CH:7]=1.[F:10][C:11]1[CH:12]=[C:13]([CH:15]=[CH:16][C:17]=1B1OC(C)(C)C(C)(C)O1)[NH2:14].C(=O)([O-])[O-].[K+].[K+].C(=O)(O)[O-].[Na+], predict the reaction product. The product is: [NH2:14][C:13]1[CH:15]=[CH:16][C:17]([C:4]2[C:5]([NH2:8])=[N:6][CH:7]=[C:2]([Br:1])[CH:3]=2)=[C:11]([F:10])[CH:12]=1.